This data is from Full USPTO retrosynthesis dataset with 1.9M reactions from patents (1976-2016). The task is: Predict the reactants needed to synthesize the given product. Given the product [Cl:16][C:17]1[C:25]([Cl:26])=[CH:24][CH:23]=[CH:22][C:18]=1[C:19]([N:12]1[CH2:13][CH2:14][C:15]2[N:7]([C:2]3[CH:3]=[CH:4][CH:5]=[CH:6][N:1]=3)[CH:8]=[N:9][C:10]=2[C@@H:11]1[CH3:28])=[O:20], predict the reactants needed to synthesize it. The reactants are: [N:1]1[CH:6]=[CH:5][CH:4]=[CH:3][C:2]=1[N:7]1[C:15]2[CH2:14][CH2:13][NH:12][CH2:11][C:10]=2[N:9]=[CH:8]1.[Cl:16][C:17]1[C:25]([Cl:26])=[CH:24][CH:23]=[CH:22][C:18]=1[C:19](O)=[O:20].Cl[C:28]1C(C(F)(F)F)=CC=CC=1C(O)=O.